This data is from Reaction yield outcomes from USPTO patents with 853,638 reactions. The task is: Predict the reaction yield, written as a fraction of the theoretical maximum amount of product (1.0 means a 100% yield; for example, 0.34 means a 34% yield). (1) The reactants are C(=O)([O-])[O-].[K+].[K+].[Br:7][C:8]1[CH:13]=[CH:12][CH:11]=[CH:10][C:9]=1B(O)O.Br[C:18]1[C:27]2[C:22](=[CH:23][CH:24]=[CH:25][CH:26]=2)[CH:21]=[CH:20][CH:19]=1.N#N.C1(P(C2C=CC=CC=2)C2C=CC=CC=2)C=CC=CC=1. The catalyst is C([O-])(=O)C.[Pd+2].C([O-])(=O)C.C(O)C.COCCOC.O. The product is [Br:7][C:8]1[CH:13]=[CH:12][CH:11]=[CH:10][C:9]=1[C:26]1[C:27]2[C:22](=[CH:21][CH:20]=[CH:19][CH:18]=2)[CH:23]=[CH:24][CH:25]=1. The yield is 0.510. (2) The reactants are [CH3:1][O:2][C:3]([C:5]1([C:8]([OH:10])=O)[CH2:7][CH2:6]1)=[O:4].[F:11][C:12]1[CH:18]=[CH:17][C:15]([NH2:16])=[CH:14][CH:13]=1.C(N(C(C)C)CC)(C)C.F[B-](F)(F)F.N1(OC(N(C)C)=[N+](C)C)C2C=CC=CC=2N=N1. The product is [F:11][C:12]1[CH:18]=[CH:17][C:15]([NH:16][C:8]([C:5]2([C:3]([O:2][CH3:1])=[O:4])[CH2:7][CH2:6]2)=[O:10])=[CH:14][CH:13]=1. The catalyst is CN(C=O)C.C(OCC)(=O)C. The yield is 0.990. (3) The reactants are [NH:1]1[CH2:6][CH2:5][CH:4]([CH2:7][N:8]2[CH2:13][CH2:12][CH:11]([CH2:14][NH:15][C:16]([C:18]3[C:26]4[N:25]=[C:24]([CH:27]([CH3:29])[CH3:28])[NH:23][C:22]=4[CH:21]=[CH:20][CH:19]=3)=[O:17])[CH2:10][CH2:9]2)[CH2:3][CH2:2]1.C(N(CC)C(C)C)(C)C.ClCCl.[Cl:42][C:43]1[CH:51]=[CH:50][CH:49]=[CH:48][C:44]=1[C:45](Cl)=[O:46]. The catalyst is O1CCCC1.CN(C)C=O. The product is [Cl:42][C:43]1[CH:51]=[CH:50][CH:49]=[CH:48][C:44]=1[C:45]([N:1]1[CH2:2][CH2:3][CH:4]([CH2:7][N:8]2[CH2:9][CH2:10][CH:11]([CH2:14][NH:15][C:16]([C:18]3[C:26]4[N:25]=[C:24]([CH:27]([CH3:29])[CH3:28])[NH:23][C:22]=4[CH:21]=[CH:20][CH:19]=3)=[O:17])[CH2:12][CH2:13]2)[CH2:5][CH2:6]1)=[O:46]. The yield is 0.620. (4) The reactants are [OH-].[Na+].[N+:3]([C:6]1[CH:11]=[CH:10][C:9]([SH:12])=[CH:8][CH:7]=1)([O-:5])=[O:4].I[CH2:14][CH3:15].O. The catalyst is CCO. The product is [CH2:14]([S:12][C:9]1[CH:10]=[CH:11][C:6]([N+:3]([O-:5])=[O:4])=[CH:7][CH:8]=1)[CH3:15]. The yield is 0.590. (5) The reactants are [CH3:1][C:2]1[O:6][N:5]=[C:4]([C:7]2[CH:12]=[CH:11][CH:10]=[CH:9][CH:8]=2)[C:3]=1[CH2:13][O:14][C:15]1[CH:23]=[CH:22][C:18]([C:19]([OH:21])=O)=[CH:17][N:16]=1.[NH:24]1[CH2:28][CH2:27][CH2:26][CH2:25]1. No catalyst specified. The product is [CH3:1][C:2]1[O:6][N:5]=[C:4]([C:7]2[CH:8]=[CH:9][CH:10]=[CH:11][CH:12]=2)[C:3]=1[CH2:13][O:14][C:15]1[N:16]=[CH:17][C:18]([C:19]([N:24]2[CH2:28][CH2:27][CH2:26][CH2:25]2)=[O:21])=[CH:22][CH:23]=1. The yield is 0.980. (6) The reactants are [Cl:1][C:2]1[CH:7]=[C:6](I)[CH:5]=[CH:4][N:3]=1.[Li]CCCC.[CH3:14][C:15]([CH3:17])=[O:16]. The catalyst is C1COCC1. The product is [Cl:1][C:2]1[CH:7]=[C:6]([C:15]([OH:16])([CH3:17])[CH3:14])[CH:5]=[CH:4][N:3]=1. The yield is 0.440.